Dataset: Catalyst prediction with 721,799 reactions and 888 catalyst types from USPTO. Task: Predict which catalyst facilitates the given reaction. (1) Reactant: [NH2:1][S:2]([C:5]1[CH:6]=[C:7]([N+:14]([O-])=O)[CH:8]=[C:9]([CH3:13])[C:10]=1[O:11][CH3:12])(=[O:4])=[O:3].[NH4+].[Cl-].O. Product: [NH2:1][S:2]([C:5]1[CH:6]=[C:7]([CH:8]=[C:9]([CH3:13])[C:10]=1[O:11][CH3:12])[NH2:14])(=[O:3])=[O:4]. The catalyst class is: 186. (2) Reactant: [CH2:1]1[C:14]2[C:13]3[CH:12]=[CH:11][CH:10]=[CH:9][C:8]=3[NH:7][C:6]=2[C:5]([C:15]([O:17][CH2:18][CH3:19])=O)=[CH:4][NH:3][CH2:2]1.COC1C=CC(P2(SP(C3C=CC(OC)=CC=3)(=S)S2)=[S:29])=CC=1. Product: [CH2:18]([O:17][C:15]([C:5]1[C:6]2[NH:7][C:8]3[CH:9]=[CH:10][CH:11]=[CH:12][C:13]=3[C:14]=2[CH2:1][CH2:2][NH:3][CH:4]=1)=[S:29])[CH3:19]. The catalyst class is: 11. (3) The catalyst class is: 2. Product: [CH2:11]([C:13]1[S:42][C:16]2[N:17]([CH2:27][C:28]3[CH:33]=[CH:32][C:31]([C:34]4[C:35]([C:40]#[N:41])=[CH:36][CH:37]=[CH:38][CH:39]=4)=[CH:30][CH:29]=3)[C:18](=[O:26])[N:19]([CH:22]([CH3:25])[CH:23]=[O:24])[C:20](=[O:21])[C:15]=2[CH:14]=1)[CH3:12]. Reactant: C(Cl)(=O)C(Cl)=O.CS(C)=O.[CH2:11]([C:13]1[S:42][C:16]2[N:17]([CH2:27][C:28]3[CH:33]=[CH:32][C:31]([C:34]4[C:35]([C:40]#[N:41])=[CH:36][CH:37]=[CH:38][CH:39]=4)=[CH:30][CH:29]=3)[C:18](=[O:26])[N:19]([CH:22]([CH3:25])[CH2:23][OH:24])[C:20](=[O:21])[C:15]=2[CH:14]=1)[CH3:12].C(N(CC)CC)C.